From a dataset of NCI-60 drug combinations with 297,098 pairs across 59 cell lines. Regression. Given two drug SMILES strings and cell line genomic features, predict the synergy score measuring deviation from expected non-interaction effect. Drug 1: CC1=C(C(=CC=C1)Cl)NC(=O)C2=CN=C(S2)NC3=CC(=NC(=N3)C)N4CCN(CC4)CCO. Drug 2: CCN(CC)CCCC(C)NC1=C2C=C(C=CC2=NC3=C1C=CC(=C3)Cl)OC. Cell line: SK-MEL-28. Synergy scores: CSS=5.11, Synergy_ZIP=-2.18, Synergy_Bliss=-1.28, Synergy_Loewe=0.952, Synergy_HSA=-0.212.